Task: Predict which catalyst facilitates the given reaction.. Dataset: Catalyst prediction with 721,799 reactions and 888 catalyst types from USPTO (1) Reactant: Cl[C:2]1[C:7]([N+:8]([O-:10])=[O:9])=[CH:6][CH:5]=[CH:4][N:3]=1.[NH2:11][C:12]1[CH:13]=[C:14]([CH:20]=[CH:21][CH:22]=1)[N:15]([CH3:19])[C:16](=[O:18])[CH3:17].C(OCC)(=O)C.C(=O)(O)[O-].[Na+]. Product: [CH3:19][N:15]([C:14]1[CH:13]=[C:12]([NH:11][C:2]2[C:7]([N+:8]([O-:10])=[O:9])=[CH:6][CH:5]=[CH:4][N:3]=2)[CH:22]=[CH:21][CH:20]=1)[C:16](=[O:18])[CH3:17]. The catalyst class is: 11. (2) Reactant: [F:1][C:2]1[CH:7]=[C:6]([N+:8]([O-])=O)[CH:5]=[CH:4][C:3]=1[C:11]([CH3:18])([CH3:17])[CH2:12][NH:13][C:14](=[O:16])[CH3:15]. Product: [NH2:8][C:6]1[CH:5]=[CH:4][C:3]([C:11]([CH3:18])([CH3:17])[CH2:12][NH:13][C:14](=[O:16])[CH3:15])=[C:2]([F:1])[CH:7]=1. The catalyst class is: 19. (3) Reactant: CCN(C(C)C)C(C)C.Cl.Cl.[Br:12][C:13]1[C:14]([N:22]2[CH2:27][CH2:26][NH:25][CH2:24][CH2:23]2)=[C:15]2[CH:21]=[N:20][NH:19][C:16]2=[N:17][CH:18]=1.[C:28]([O:32][C:33]([NH:35][C@H:36]([CH2:40][C:41]1[CH:46]=[CH:45][C:44]([Cl:47])=[CH:43][CH:42]=1)[C:37](O)=[O:38])=[O:34])([CH3:31])([CH3:30])[CH3:29].CN(C(ON1N=NC2C=CC=CC1=2)=[N+](C)C)C.[B-](F)(F)(F)F. Product: [Br:12][C:13]1[C:14]([N:22]2[CH2:23][CH2:24][N:25]([C:37](=[O:38])[C@H:36]([NH:35][C:33](=[O:34])[O:32][C:28]([CH3:29])([CH3:30])[CH3:31])[CH2:40][C:41]3[CH:42]=[CH:43][C:44]([Cl:47])=[CH:45][CH:46]=3)[CH2:26][CH2:27]2)=[C:15]2[CH:21]=[N:20][NH:19][C:16]2=[N:17][CH:18]=1. The catalyst class is: 2.